The task is: Predict the reactants needed to synthesize the given product.. This data is from Full USPTO retrosynthesis dataset with 1.9M reactions from patents (1976-2016). (1) Given the product [C:29]([O:15][N:14]=[C:11]1[CH:12]=[CH:13][C:8](=[N:7][C:4]2[CH:3]=[CH:2][CH:1]=[CH:6][CH:5]=2)[CH:9]=[CH:10]1)(=[O:31])[CH3:30], predict the reactants needed to synthesize it. The reactants are: [CH:1]1[CH:6]=[CH:5][C:4]([NH:7][C:8]2[CH:13]=[CH:12][C:11]([N:14]=[O:15])=[CH:10][CH:9]=2)=[CH:3][CH:2]=1.N1C=CC=CC=1.C1(C)C=CC=CC=1.[C:29](OC(=O)C)(=[O:31])[CH3:30]. (2) Given the product [Cl:30][C:31]1[C:32]([O:23][C:8]2[CH:9]=[CH:10][C:11]([C:13]3[CH:18]=[CH:17][N:16]=[C:15]([C:19]([F:20])([F:21])[F:22])[CH:14]=3)=[CH:12][C:7]=2[C:4]2[CH:5]=[CH:6][N:1]=[N:2][CH:3]=2)=[CH:33][C:34]([F:57])=[C:35]([S:37]([N:40]([CH2:46][C:47]2[CH:52]=[CH:51][C:50]([O:53][CH3:54])=[CH:49][C:48]=2[O:55][CH3:56])[C:41]2[S:42][CH:43]=[N:44][N:45]=2)(=[O:38])=[O:39])[CH:36]=1, predict the reactants needed to synthesize it. The reactants are: [N:1]1[CH:6]=[CH:5][C:4]([C:7]2[CH:12]=[C:11]([C:13]3[CH:18]=[CH:17][N:16]=[C:15]([C:19]([F:22])([F:21])[F:20])[CH:14]=3)[CH:10]=[CH:9][C:8]=2[OH:23])=[CH:3][N:2]=1.C(=O)([O-])[O-].[K+].[K+].[Cl:30][C:31]1[C:32](F)=[CH:33][C:34]([F:57])=[C:35]([S:37]([N:40]([CH2:46][C:47]2[CH:52]=[CH:51][C:50]([O:53][CH3:54])=[CH:49][C:48]=2[O:55][CH3:56])[C:41]2[S:42][CH:43]=[N:44][N:45]=2)(=[O:39])=[O:38])[CH:36]=1. (3) Given the product [N+:6]([C:21]1[CH:22]=[C:23]2[C:18]([CH2:17][CH:13]3[CH2:14][C:15](=[O:16])[NH:11][CH:12]32)=[CH:19][CH:20]=1)([O-:9])=[O:7], predict the reactants needed to synthesize it. The reactants are: S(=O)(=O)(O)O.[N+:6]([O-:9])(O)=[O:7].O.[NH:11]1[C:15](=[O:16])[CH2:14][CH:13]2[CH2:17][C:18]3[C:23]([CH:12]12)=[CH:22][CH:21]=[CH:20][CH:19]=3. (4) The reactants are: [CH3:1][O:2][C:3]([C:5]1[CH:10]=[CH:9][C:8]([OH:11])=[C:7]([Cl:12])[CH:6]=1)=[O:4].[CH3:13][C:14]([O:17][C:18]([N:20]1[CH2:26][CH2:25][C:24]2[CH:27]=[CH:28][C:29](B(O)O)=[CH:30][C:23]=2[CH2:22][CH2:21]1)=[O:19])([CH3:16])[CH3:15]. Given the product [Cl:12][C:7]1[CH:6]=[C:5]([C:3]([O:2][CH3:1])=[O:4])[CH:10]=[CH:9][C:8]=1[O:11][C:28]1[CH:29]=[CH:30][C:23]2[CH2:22][CH2:21][N:20]([C:18]([O:17][C:14]([CH3:13])([CH3:15])[CH3:16])=[O:19])[CH2:26][CH2:25][C:24]=2[CH:27]=1, predict the reactants needed to synthesize it. (5) Given the product [NH2:36][C:37]1([C:41]2[CH:42]=[CH:43][C:44]([C:47]3[C:52](=[O:53])[C:51]4[CH:54]=[C:55]([Cl:69])[C:56]5[N:57]=[CH:58][NH:59][C:60]=5[C:50]=4[O:49][C:48]=3[C:70]3[CH:75]=[CH:74][CH:73]=[CH:72][CH:71]=3)=[CH:45][CH:46]=2)[CH2:40][CH2:39][CH2:38]1, predict the reactants needed to synthesize it. The reactants are: NC1(C2C=CC(C3C(=O)C4C(=CC=C(F)C=4)OC=3C3C=CC=CC=3)=CC=2)CCC1.C(OC(=O)[NH:36][C:37]1([C:41]2[CH:46]=[CH:45][C:44]([C:47]3[C:52](=[O:53])[C:51]4[CH:54]=[C:55]([Cl:69])[C:56]5[N:57]=[CH:58][N:59](COCC[Si](C)(C)C)[C:60]=5[C:50]=4[O:49][C:48]=3[C:70]3[CH:75]=[CH:74][CH:73]=[CH:72][CH:71]=3)=[CH:43][CH:42]=2)[CH2:40][CH2:39][CH2:38]1)(C)(C)C.C(OC(=O)NC1(C2C=CC(C3C(=O)C4C=C(Cl)C5N(CCCC[Si](C)(C)C)C=NC=5C=4OC=3C3C=CC=CC=3)=CC=2)CCC1)(C)(C)C.CO. (6) Given the product [C:42]1([CH3:52])[CH:43]=[CH:44][C:45]([S:48]([OH:51])(=[O:49])=[O:50])=[CH:46][CH:47]=1.[N:1]1([CH2:6][CH2:7][CH2:8][CH2:9][NH:10][C:11]([C:13]2[C:14]3[S:22][CH:21]=[C:20]([CH2:23][O:24][C:25]4[CH:30]=[CH:29][CH:28]=[C:27]([NH:31][C:32](=[O:40])[C:33]5[CH:34]=[CH:35][C:36]([Cl:39])=[CH:37][CH:38]=5)[CH:26]=4)[C:15]=3[C:16]([NH2:19])=[N:17][CH:18]=2)=[O:12])[CH2:5][CH2:4][CH2:3][CH2:2]1, predict the reactants needed to synthesize it. The reactants are: [N:1]1([CH2:6][CH2:7][CH2:8][CH2:9][NH:10][C:11]([C:13]2[C:14]3[S:22][CH:21]=[C:20]([CH2:23][O:24][C:25]4[CH:30]=[CH:29][CH:28]=[C:27]([NH:31][C:32](=[O:40])[C:33]5[CH:38]=[CH:37][C:36]([Cl:39])=[CH:35][CH:34]=5)[CH:26]=4)[C:15]=3[C:16]([NH2:19])=[N:17][CH:18]=2)=[O:12])[CH2:5][CH2:4][CH2:3][CH2:2]1.O.[C:42]1([CH3:52])[CH:47]=[CH:46][C:45]([S:48]([OH:51])(=[O:50])=[O:49])=[CH:44][CH:43]=1. (7) Given the product [S:21]([O:20][C@@H:14]1[C@@H:15]([CH2:17][S:18][CH3:19])[CH2:16][N:12]([CH2:11][C:8]2[C:4]3[N:5]=[CH:6][N:7]=[C:2]([NH2:1])[C:3]=3[NH:10][CH:9]=2)[CH2:13]1)([OH:24])(=[O:23])=[O:22], predict the reactants needed to synthesize it. The reactants are: [NH2:1][C:2]1[C:3]2[NH:10][CH:9]=[C:8]([CH2:11][N:12]3[CH2:16][C@H:15]([CH2:17][S:18][CH3:19])[C@@H:14]([OH:20])[CH2:13]3)[C:4]=2[N:5]=[CH:6][N:7]=1.[S:21](=O)(=[O:24])([OH:23])[OH:22].CC(O)C.C(O)C. (8) Given the product [Cl:21][CH2:19][C:15]([CH:13]1[CH2:14][CH:12]1[C:3]1[N:4]=[C:5]2[CH:10]=[C:9]([CH3:11])[CH:8]=[CH:7][N:6]2[C:2]=1[CH3:1])=[O:17], predict the reactants needed to synthesize it. The reactants are: [CH3:1][C:2]1[N:6]2[CH:7]=[CH:8][C:9]([CH3:11])=[CH:10][C:5]2=[N:4][C:3]=1[CH:12]1[CH2:14][CH:13]1[C:15]([OH:17])=O.C(Cl)(=O)[C:19]([Cl:21])=O.[Si](C=[N+]=[N-])(C)(C)C.Cl.O1CCOCC1. (9) Given the product [N:20]1[NH:19][C:18]([C:17]2[C:11]3[C:12](=[N:13][CH:14]=[C:9]([C:45]4[CH:46]=[N:47][CH:48]=[C:49]([CH:53]=4)[C:50]([NH2:52])=[O:51])[CH:10]=3)[NH:15][CH:16]=2)=[CH:22][CH:21]=1, predict the reactants needed to synthesize it. The reactants are: CC1(C)C(C)(C)OB([C:9]2[CH:10]=[C:11]3[C:17]([C:18]4[N:19](S(C5C=CC(C)=CC=5)(=O)=O)[N:20]=[CH:21][CH:22]=4)=[CH:16][N:15](S(C4C=CC(C)=CC=4)(=O)=O)[C:12]3=[N:13][CH:14]=2)O1.Br[C:45]1[CH:46]=[N:47][CH:48]=[C:49]([CH:53]=1)[C:50]([NH2:52])=[O:51].ClCCl.